From a dataset of Reaction yield outcomes from USPTO patents with 853,638 reactions. Predict the reaction yield, written as a fraction of the theoretical maximum amount of product (1.0 means a 100% yield; for example, 0.34 means a 34% yield). (1) The reactants are Cl[C:2]1[CH:3]=[CH:4][N:5]=[C:6]2[C:11]=1[N:10]=[C:9]([C:12]1[CH:13]=[C:14]([S:18]([NH2:21])(=[O:20])=[O:19])[CH:15]=[N:16][CH:17]=1)[CH:8]=[CH:7]2.[C:22]([C:24]1[CH:25]=[C:26](B(O)O)[CH:27]=[CH:28][CH:29]=1)#[N:23]. The product is [C:22]([C:24]1[CH:29]=[C:28]([C:2]2[CH:3]=[CH:4][N:5]=[C:6]3[C:11]=2[N:10]=[C:9]([C:12]2[CH:13]=[C:14]([S:18]([NH2:21])(=[O:20])=[O:19])[CH:15]=[N:16][CH:17]=2)[CH:8]=[CH:7]3)[CH:27]=[CH:26][CH:25]=1)#[N:23]. The catalyst is C(=O)([O-])[O-].[K+].[K+].O1CCOCC1.O.C(OCC)(=O)C.C1C=CC([PH+]([C]2[CH][CH][CH][CH]2)C2C=CC=CC=2)=CC=1.C1C=CC([PH+]([C]2[CH][CH][CH][CH]2)C2C=CC=CC=2)=CC=1.C(Cl)Cl.Cl[Pd]Cl.[Fe]. The yield is 0.370. (2) The reactants are [F:1][C:2]1[CH:3]=[CH:4][C:5]([O:12][CH3:13])=[C:6]([CH2:8][CH2:9][CH:10]=[O:11])[CH:7]=1.[CH:14]([Mg]Br)=[CH:15][CH2:16][CH3:17].[Cl-].[NH4+]. The catalyst is C1COCC1. The product is [F:1][C:2]1[CH:3]=[CH:4][C:5]([O:12][CH3:13])=[C:6]([CH2:8][CH2:9][CH:10]([OH:11])[CH2:17][CH2:16][CH:15]=[CH2:14])[CH:7]=1. The yield is 0.940. (3) The reactants are [Cl:1][C:2]1[CH:7]=[CH:6][C:5]([C:8]2[C:14]3[CH:15]=[C:16]([O:19][CH3:20])[CH:17]=[CH:18][C:13]=3[N:12]3[C:21]([CH3:24])=[N:22][N:23]=[C:11]3[C@H:10]([CH2:25][C:26]([O:28]C)=[O:27])[N:9]=2)=[CH:4][CH:3]=1.[OH-].[Na+]. The catalyst is C1COCC1. The product is [Cl:1][C:2]1[CH:7]=[CH:6][C:5]([C:8]2[C:14]3[CH:15]=[C:16]([O:19][CH3:20])[CH:17]=[CH:18][C:13]=3[N:12]3[C:21]([CH3:24])=[N:22][N:23]=[C:11]3[C@H:10]([CH2:25][C:26]([OH:28])=[O:27])[N:9]=2)=[CH:4][CH:3]=1. The yield is 0.980. (4) The reactants are CN(C(ON1N=NC2C=CC=NC1=2)=[N+](C)C)C.F[P-](F)(F)(F)(F)F.[CH2:25]([O:32][C:33]1[CH:34]=[C:35]([CH:39]=[C:40]([O:42][C@H:43]([CH2:46][O:47][CH3:48])[CH2:44][CH3:45])[CH:41]=1)[C:36]([OH:38])=O)[C:26]1[CH:31]=[CH:30][CH:29]=[CH:28][CH:27]=1.[NH2:49][C:50]1[CH:54]=[CH:53][N:52]([CH3:55])[N:51]=1.CCN(C(C)C)C(C)C. The catalyst is CN(C=O)C. The product is [CH2:25]([O:32][C:33]1[CH:34]=[C:35]([CH:39]=[C:40]([O:42][C@H:43]([CH2:46][O:47][CH3:48])[CH2:44][CH3:45])[CH:41]=1)[C:36]([NH:49][C:50]1[CH:54]=[CH:53][N:52]([CH3:55])[N:51]=1)=[O:38])[C:26]1[CH:27]=[CH:28][CH:29]=[CH:30][CH:31]=1. The yield is 0.850. (5) The reactants are N[C:2]1[CH:7]=[C:6]([CH3:8])[CH:5]=[C:4]([CH3:9])[N:3]=1.[Cl-:10].[Na+].N([O-])=O.[Na+].C(=O)(O)[O-]. The catalyst is Cl.O. The product is [Cl:10][C:2]1[CH:7]=[C:6]([CH3:8])[CH:5]=[C:4]([CH3:9])[N:3]=1. The yield is 0.380. (6) The reactants are [CH:1]([C:3]1[C:4]([O:14][CH2:15][C:16]2[CH:36]=[CH:35][C:19]([O:20][CH2:21][C:22]3[N:23]=[C:24](/[CH:28]=[CH:29]/[C:30]([O:32][CH2:33][CH3:34])=[O:31])[O:25][C:26]=3[CH3:27])=[C:18]([O:37][CH3:38])[CH:17]=2)=[N:5][N:6]([C:8]2[CH:13]=[CH:12][CH:11]=[CH:10][CH:9]=2)[CH:7]=1)=O.[Cl-].[CH2:40]([C:42]1[S:43][CH:44]=[C:45]([CH2:47][P+](C2C=CC=CC=2)(C2C=CC=CC=2)C2C=CC=CC=2)[N:46]=1)[CH3:41].C(=O)([O-])[O-].[K+].[K+].CN(C)C=O. The catalyst is O. The product is [CH2:40]([C:42]1[S:43][CH:44]=[C:45](/[CH:47]=[CH:1]\[C:3]2[C:4]([O:14][CH2:15][C:16]3[CH:36]=[CH:35][C:19]([O:20][CH2:21][C:22]4[N:23]=[C:24](/[CH:28]=[CH:29]/[C:30]([O:32][CH2:33][CH3:34])=[O:31])[O:25][C:26]=4[CH3:27])=[C:18]([O:37][CH3:38])[CH:17]=3)=[N:5][N:6]([C:8]3[CH:9]=[CH:10][CH:11]=[CH:12][CH:13]=3)[CH:7]=2)[N:46]=1)[CH3:41]. The yield is 0.170. (7) The reactants are Br[C:2]1[CH:3]=[CH:4][C:5]2[O:11][CH2:10][CH2:9][N:8]([CH2:12][C:13]3[C:14](=[O:21])[NH:15][C:16]([CH3:20])=[CH:17][C:18]=3[CH3:19])[C:7](=[O:22])[C:6]=2[C:23]=1[CH3:24].[CH3:25][N:26]1[C:30](B2OC(C)(C)C(C)(C)O2)=[C:29]([CH3:40])[CH:28]=[N:27]1.C(=O)([O-])[O-].[Na+].[Na+].C(Cl)Cl. The catalyst is O1CCOCC1.C1C=CC(P([C]2[CH][CH][CH][CH]2)C2C=CC=CC=2)=CC=1.C1C=CC(P([C]2[CH][CH][CH][CH]2)C2C=CC=CC=2)=CC=1.Cl[Pd]Cl.[Fe].C(Cl)Cl. The product is [CH3:19][C:18]1[CH:17]=[C:16]([CH3:20])[NH:15][C:14](=[O:21])[C:13]=1[CH2:12][N:8]1[C:7](=[O:22])[C:6]2[C:23]([CH3:24])=[C:2]([C:30]3[N:26]([CH3:25])[N:27]=[CH:28][C:29]=3[CH3:40])[CH:3]=[CH:4][C:5]=2[O:11][CH2:10][CH2:9]1. The yield is 0.190. (8) The yield is 0.210. The reactants are [C:1]([NH:4][C:5]1[CH:13]=[CH:12][C:8]([C:9]([OH:11])=O)=[CH:7][CH:6]=1)(=[O:3])[CH3:2].C(Cl)(=O)C(Cl)=O.[C:20]([O:24][C:25](=[O:43])[NH:26][C:27]1[CH:32]=[CH:31][C:30]([NH:33][C:34]2[S:35][C:36]([NH2:42])=[C:37]([C:39](=[O:41])[NH2:40])[N:38]=2)=[CH:29][CH:28]=1)([CH3:23])([CH3:22])[CH3:21]. The product is [C:20]([O:24][C:25](=[O:43])[NH:26][C:27]1[CH:28]=[CH:29][C:30]([NH:33][C:34]2[S:35][C:36]([NH:42][C:9](=[O:11])[C:8]3[CH:7]=[CH:6][C:5]([NH:4][C:1](=[O:3])[CH3:2])=[CH:13][CH:12]=3)=[C:37]([C:39](=[O:41])[NH2:40])[N:38]=2)=[CH:31][CH:32]=1)([CH3:23])([CH3:21])[CH3:22]. The catalyst is N1C=CC=CC=1. (9) The reactants are [CH:1]1([C:4]2[C:5]([CH2:18]I)=[CH:6][C:7]([F:17])=[C:8]([CH:16]=2)[C:9]([O:11][C:12]([CH3:15])([CH3:14])[CH3:13])=[O:10])[CH2:3][CH2:2]1.[Cl:20][C:21]1[CH:22]=[C:23]([CH:31]=[CH:32][C:33]=1[Cl:34])[CH2:24][C@H:25]1[O:30][CH2:29][CH2:28][NH:27][CH2:26]1.P([O-])([O-])([O-])=O.[K+].[K+].[K+]. The catalyst is CN(C)C=O.O.C(OCC)(=O)C. The product is [CH:1]1([C:4]2[C:5]([CH2:18][N:27]3[CH2:28][CH2:29][O:30][C@H:25]([CH2:24][C:23]4[CH:31]=[CH:32][C:33]([Cl:34])=[C:21]([Cl:20])[CH:22]=4)[CH2:26]3)=[CH:6][C:7]([F:17])=[C:8]([CH:16]=2)[C:9]([O:11][C:12]([CH3:15])([CH3:14])[CH3:13])=[O:10])[CH2:3][CH2:2]1. The yield is 0.970.